This data is from Catalyst prediction with 721,799 reactions and 888 catalyst types from USPTO. The task is: Predict which catalyst facilitates the given reaction. Reactant: [CH3:1][C:2]1[CH:7]=[CH:6][C:5]([S:8](Cl)(=[O:10])=[O:9])=[CH:4][CH:3]=1.[NH2:12][CH2:13][CH2:14][CH2:15][N:16]1[CH2:21][CH2:20][CH:19]([C:22]2[CH:23]=[C:24]([NH:28][C:29](=[O:33])[CH:30]([CH3:32])[CH3:31])[CH:25]=[CH:26][CH:27]=2)[CH2:18][CH2:17]1. Product: [CH3:31][CH:30]([CH3:32])[C:29]([NH:28][C:24]1[CH:25]=[CH:26][CH:27]=[C:22]([CH:19]2[CH2:18][CH2:17][N:16]([CH2:15][CH2:14][CH2:13][NH:12][S:8]([C:5]3[CH:6]=[CH:7][C:2]([CH3:1])=[CH:3][CH:4]=3)(=[O:10])=[O:9])[CH2:21][CH2:20]2)[CH:23]=1)=[O:33]. The catalyst class is: 20.